From a dataset of NCI-60 drug combinations with 297,098 pairs across 59 cell lines. Regression. Given two drug SMILES strings and cell line genomic features, predict the synergy score measuring deviation from expected non-interaction effect. Drug 1: CC1=CC2C(CCC3(C2CCC3(C(=O)C)OC(=O)C)C)C4(C1=CC(=O)CC4)C. Drug 2: C1=CC(=CC=C1C#N)C(C2=CC=C(C=C2)C#N)N3C=NC=N3. Cell line: MDA-MB-231. Synergy scores: CSS=-6.60, Synergy_ZIP=5.21, Synergy_Bliss=-1.44, Synergy_Loewe=-14.2, Synergy_HSA=-12.5.